From a dataset of NCI-60 drug combinations with 297,098 pairs across 59 cell lines. Regression. Given two drug SMILES strings and cell line genomic features, predict the synergy score measuring deviation from expected non-interaction effect. (1) Drug 1: CC1=C(C=C(C=C1)C(=O)NC2=CC(=CC(=C2)C(F)(F)F)N3C=C(N=C3)C)NC4=NC=CC(=N4)C5=CN=CC=C5. Drug 2: CC12CCC3C(C1CCC2OP(=O)(O)O)CCC4=C3C=CC(=C4)OC(=O)N(CCCl)CCCl.[Na+]. Cell line: T-47D. Synergy scores: CSS=-1.88, Synergy_ZIP=0.541, Synergy_Bliss=-3.09, Synergy_Loewe=-8.38, Synergy_HSA=-8.64. (2) Drug 1: CC1=C2C(C(=O)C3(C(CC4C(C3C(C(C2(C)C)(CC1OC(=O)C(C(C5=CC=CC=C5)NC(=O)OC(C)(C)C)O)O)OC(=O)C6=CC=CC=C6)(CO4)OC(=O)C)OC)C)OC. Drug 2: CCC1(C2=C(COC1=O)C(=O)N3CC4=CC5=C(C=CC(=C5CN(C)C)O)N=C4C3=C2)O.Cl. Cell line: HOP-92. Synergy scores: CSS=32.1, Synergy_ZIP=-4.56, Synergy_Bliss=-2.22, Synergy_Loewe=1.30, Synergy_HSA=3.82. (3) Drug 1: C1CC2CC3=C(CC1C24CN(S(=O)(=O)N4)CC(F)(F)F)C=CC(=C3)C=CCN5CCC(CC5)C(F)(F)F. Drug 2: C1=C(C(=O)NC(=O)N1)F. Cell line: T-47D. Synergy scores: CSS=25.4, Synergy_ZIP=-8.20, Synergy_Bliss=-6.89, Synergy_Loewe=-2.94, Synergy_HSA=1.15.